From a dataset of Full USPTO retrosynthesis dataset with 1.9M reactions from patents (1976-2016). Predict the reactants needed to synthesize the given product. (1) Given the product [C:1]([O:5][C:6](=[O:22])[N:7]([CH2:12][C:13]1[CH:18]=[CH:17][C:16]([Cl:19])=[C:15]([CH2:20][NH:33][CH:30]2[CH2:32][CH2:31]2)[CH:14]=1)[CH2:8][CH:9]1[CH2:11][CH2:10]1)([CH3:4])([CH3:3])[CH3:2], predict the reactants needed to synthesize it. The reactants are: [C:1]([O:5][C:6](=[O:22])[N:7]([CH2:12][C:13]1[CH:18]=[CH:17][C:16]([Cl:19])=[C:15]([CH:20]=O)[CH:14]=1)[CH2:8][CH:9]1[CH2:11][CH2:10]1)([CH3:4])([CH3:3])[CH3:2].CCN(CC)CC.[CH:30]1([NH2:33])[CH2:32][CH2:31]1.[BH4-].[Na+].C([O-])(O)=O.[Na+]. (2) Given the product [Br:11][C:12]1[C:13]([C:36]2([C:39]#[N:40])[CH2:37][CH2:38][O:33][CH2:34][CH2:35]2)=[N:14][CH:15]=[C:16]([CH:31]=1)[C:17]([NH:19][C:20]1[CH:25]=[CH:24][C:23]([O:26][C:27]([F:30])([F:29])[F:28])=[CH:22][CH:21]=1)=[O:18], predict the reactants needed to synthesize it. The reactants are: C[Si]([N-][Si](C)(C)C)(C)C.[K+].[Br:11][C:12]1[C:13](Cl)=[N:14][CH:15]=[C:16]([CH:31]=1)[C:17]([NH:19][C:20]1[CH:25]=[CH:24][C:23]([O:26][C:27]([F:30])([F:29])[F:28])=[CH:22][CH:21]=1)=[O:18].[O:33]1[CH2:38][CH2:37][CH:36]([C:39]#[N:40])[CH2:35][CH2:34]1. (3) The reactants are: C(Cl)(=O)C(Cl)=O.CS(C)=O.[Br:11][C:12]1[CH:17]=[CH:16][C:15]([C@:18]([NH:42][C@H:43]([CH2:49][OH:50])[CH2:44][C:45]([F:48])([CH3:47])[CH3:46])([C:38]([F:41])([F:40])[F:39])[C:19]#[C:20][CH2:21][CH2:22][CH2:23][C@H:24]2[CH2:28][O:27][C:26]([CH3:30])([CH3:29])[N:25]2[C:31]([O:33][C:34]([CH3:37])([CH3:36])[CH3:35])=[O:32])=[CH:14][CH:13]=1.C(N(CC)CC)C. Given the product [Br:11][C:12]1[CH:17]=[CH:16][C:15]([C@:18]([NH:42][C@H:43]([CH:49]=[O:50])[CH2:44][C:45]([F:48])([CH3:47])[CH3:46])([C:38]([F:41])([F:40])[F:39])[C:19]#[C:20][CH2:21][CH2:22][CH2:23][C@H:24]2[CH2:28][O:27][C:26]([CH3:29])([CH3:30])[N:25]2[C:31]([O:33][C:34]([CH3:37])([CH3:36])[CH3:35])=[O:32])=[CH:14][CH:13]=1, predict the reactants needed to synthesize it. (4) Given the product [CH3:15][C:10]1[C:11]([NH2:12])=[C:6]([CH3:5])[CH:7]=[C:8]([N:16]2[CH2:17][CH2:18][O:19][CH2:20][CH2:21]2)[N:9]=1, predict the reactants needed to synthesize it. The reactants are: C(O)(=O)C.[CH3:5][C:6]1[C:11]([N+:12]([O-])=O)=[C:10]([CH3:15])[N:9]=[C:8]([N:16]2[CH2:21][CH2:20][O:19][CH2:18][CH2:17]2)[CH:7]=1. (5) Given the product [Br:1][C:2]1[CH:3]=[C:4]([C:12]([CH3:15])([CH3:14])[CH3:13])[C:5]([OH:11])=[C:6]([CH:10]=1)[C:7]([NH:19][C:18]1[CH:20]=[CH:21][C:22]([C:24]#[N:25])=[CH:23][C:17]=1[Cl:16])=[O:9], predict the reactants needed to synthesize it. The reactants are: [Br:1][C:2]1[CH:3]=[C:4]([C:12]([CH3:15])([CH3:14])[CH3:13])[C:5]([OH:11])=[C:6]([CH:10]=1)[C:7]([OH:9])=O.[Cl:16][C:17]1[CH:23]=[C:22]([C:24]#[N:25])[CH:21]=[CH:20][C:18]=1[NH2:19]. (6) Given the product [O:26]1[CH:7]=[CH:2][CH:3]=[C:4]1[C:9]1[N:13]2[C:14]3[N:22]=[C:21]([O:23][CH3:24])[CH:20]=[CH:19][C:15]=3[N:16]=[C:17]([CH3:18])[C:12]2=[C:11]([CH3:25])[N:10]=1, predict the reactants needed to synthesize it. The reactants are: Cl[C:2]1[CH:3]=[C:4]([C:9]2[N:13]3[C:14]4[N:22]=[C:21]([O:23][CH3:24])[CH:20]=[CH:19][C:15]=4[N:16]=[C:17]([CH3:18])[C:12]3=[C:11]([CH3:25])[N:10]=2)C=C(Cl)[CH:7]=1.[O:26]1C=CC=C1B(O)O.C([O-])([O-])=O.[K+].[K+]. (7) Given the product [CH3:7][N:8]1[C:17]2[NH:16][C:15]3[CH:18]=[CH:19][CH:20]=[CH:21][C:14]=3[N:13]([C:22]([CH:24]3[CH2:25][CH2:26][CH:27]([CH2:30][NH:31][C:32]([CH:34]4[CH2:35][CH2:36][N:37]([CH2:1][CH:2]([CH3:4])[CH3:3])[CH2:38][CH2:39]4)=[O:33])[CH2:28][CH2:29]3)=[O:23])[CH2:12][C:11]=2[CH:10]=[N:9]1, predict the reactants needed to synthesize it. The reactants are: [CH:1](=O)[CH:2]([CH3:4])[CH3:3].Cl.[CH3:7][N:8]1[C:17]2[NH:16][C:15]3[CH:18]=[CH:19][CH:20]=[CH:21][C:14]=3[N:13]([C:22]([CH:24]3[CH2:29][CH2:28][CH:27]([CH2:30][NH:31][C:32]([CH:34]4[CH2:39][CH2:38][NH:37][CH2:36][CH2:35]4)=[O:33])[CH2:26][CH2:25]3)=[O:23])[CH2:12][C:11]=2[CH:10]=[N:9]1.C(O[BH-](OC(=O)C)OC(=O)C)(=O)C.[Na+]. (8) Given the product [N:21]1([CH2:26][CH2:27][N:28]2[CH:32]=[C:31]([NH:33][C:2]3[N:7]=[C:6]([NH:8][C:9]4[CH:14]=[CH:13][C:12]([O:15][CH2:16][CH3:17])=[CH:11][CH:10]=4)[C:5]([N+:18]([O-:20])=[O:19])=[CH:4][N:3]=3)[CH:30]=[N:29]2)[CH:25]=[CH:24][CH:23]=[N:22]1, predict the reactants needed to synthesize it. The reactants are: Cl[C:2]1[N:7]=[C:6]([NH:8][C:9]2[CH:14]=[CH:13][C:12]([O:15][CH2:16][CH3:17])=[CH:11][CH:10]=2)[C:5]([N+:18]([O-:20])=[O:19])=[CH:4][N:3]=1.[N:21]1([CH2:26][CH2:27][N:28]2[CH:32]=[C:31]([NH2:33])[CH:30]=[N:29]2)[CH:25]=[CH:24][CH:23]=[N:22]1.CCN(C(C)C)C(C)C. (9) Given the product [Br:19][C:20]1[NH:21][CH:22]=[C:23]([N+:25]([O-:27])=[O:26])[N:24]=1, predict the reactants needed to synthesize it. The reactants are: [BH4-].C([N+](CCCC)(CCCC)CCCC)CCC.[Br:19][C:20]1[NH:21][C:22](Br)=[C:23]([N+:25]([O-:27])=[O:26])[N:24]=1. (10) Given the product [C:21]([S:7][C:5]1[N:6]=[C:2]([CH3:1])[N:3]([C:23]([O:25][C:26]([CH3:29])([CH3:28])[CH3:27])=[O:24])[CH:4]=1)(=[O:11])[CH3:22], predict the reactants needed to synthesize it. The reactants are: [CH3:1][C:2]1[NH:3][CH:4]=[C:5]([S:7](Cl)(=O)=O)[N:6]=1.[OH2:11].O.[Sn](Cl)Cl.C(N([CH2:21][CH3:22])CC)C.[C:23](O[C:23]([O:25][C:26]([CH3:29])([CH3:28])[CH3:27])=[O:24])([O:25][C:26]([CH3:29])([CH3:28])[CH3:27])=[O:24].